Task: Regression. Given two drug SMILES strings and cell line genomic features, predict the synergy score measuring deviation from expected non-interaction effect.. Dataset: NCI-60 drug combinations with 297,098 pairs across 59 cell lines (1) Drug 1: CC1=C(C=C(C=C1)NC2=NC=CC(=N2)N(C)C3=CC4=NN(C(=C4C=C3)C)C)S(=O)(=O)N.Cl. Drug 2: CC12CCC3C(C1CCC2O)C(CC4=C3C=CC(=C4)O)CCCCCCCCCS(=O)CCCC(C(F)(F)F)(F)F. Cell line: RPMI-8226. Synergy scores: CSS=-16.1, Synergy_ZIP=5.44, Synergy_Bliss=-0.888, Synergy_Loewe=-10.4, Synergy_HSA=-8.53. (2) Drug 1: CC1OCC2C(O1)C(C(C(O2)OC3C4COC(=O)C4C(C5=CC6=C(C=C35)OCO6)C7=CC(=C(C(=C7)OC)O)OC)O)O. Drug 2: COC1=C2C(=CC3=C1OC=C3)C=CC(=O)O2. Cell line: MALME-3M. Synergy scores: CSS=2.72, Synergy_ZIP=-5.08, Synergy_Bliss=-0.859, Synergy_Loewe=-14.0, Synergy_HSA=-2.43. (3) Drug 1: COC1=C(C=C2C(=C1)N=CN=C2NC3=CC(=C(C=C3)F)Cl)OCCCN4CCOCC4. Drug 2: CC1CCC2CC(C(=CC=CC=CC(CC(C(=O)C(C(C(=CC(C(=O)CC(OC(=O)C3CCCCN3C(=O)C(=O)C1(O2)O)C(C)CC4CCC(C(C4)OC)O)C)C)O)OC)C)C)C)OC. Cell line: HL-60(TB). Synergy scores: CSS=36.2, Synergy_ZIP=3.61, Synergy_Bliss=5.45, Synergy_Loewe=7.70, Synergy_HSA=8.96. (4) Drug 1: CC(C)(C#N)C1=CC(=CC(=C1)CN2C=NC=N2)C(C)(C)C#N. Drug 2: C1CNP(=O)(OC1)N(CCCl)CCCl. Cell line: RPMI-8226. Synergy scores: CSS=6.66, Synergy_ZIP=-3.75, Synergy_Bliss=-2.96, Synergy_Loewe=-3.21, Synergy_HSA=-2.31. (5) Drug 1: CC=C1C(=O)NC(C(=O)OC2CC(=O)NC(C(=O)NC(CSSCCC=C2)C(=O)N1)C(C)C)C(C)C. Drug 2: C1CCC(C(C1)N)N.C(=O)(C(=O)[O-])[O-].[Pt+4]. Cell line: MDA-MB-231. Synergy scores: CSS=47.4, Synergy_ZIP=1.01, Synergy_Bliss=4.64, Synergy_Loewe=-19.4, Synergy_HSA=3.21. (6) Drug 1: C1=CC(=CC=C1CCC2=CNC3=C2C(=O)NC(=N3)N)C(=O)NC(CCC(=O)O)C(=O)O. Drug 2: C1=CC(=CC=C1CCCC(=O)O)N(CCCl)CCCl. Cell line: M14. Synergy scores: CSS=29.3, Synergy_ZIP=-5.57, Synergy_Bliss=-2.54, Synergy_Loewe=-0.371, Synergy_HSA=1.39. (7) Drug 1: C1=C(C(=O)NC(=O)N1)F. Drug 2: C(CN)CNCCSP(=O)(O)O. Cell line: SK-MEL-5. Synergy scores: CSS=20.8, Synergy_ZIP=4.07, Synergy_Bliss=6.54, Synergy_Loewe=-10.2, Synergy_HSA=3.12.